This data is from Forward reaction prediction with 1.9M reactions from USPTO patents (1976-2016). The task is: Predict the product of the given reaction. (1) Given the reactants [N:1]1([S:7]([NH2:10])(=[O:9])=[O:8])[CH2:6][CH2:5][O:4][CH2:3][CH2:2]1.Cl[C:12]1[CH:17]=[C:16]([O:18][CH3:19])[N:15]=[C:14]([S:20][CH2:21][C:22]2[CH:27]=[CH:26][CH:25]=[C:24]([F:28])[C:23]=2[F:29])[N:13]=1, predict the reaction product. The product is: [F:29][C:23]1[C:24]([F:28])=[CH:25][CH:26]=[CH:27][C:22]=1[CH2:21][S:20][C:14]1[N:13]=[C:12]([NH:10][S:7]([N:1]2[CH2:6][CH2:5][O:4][CH2:3][CH2:2]2)(=[O:9])=[O:8])[CH:17]=[C:16]([O:18][CH3:19])[N:15]=1. (2) Given the reactants I[C:2]1[CH:7]=[CH:6][CH:5]=[C:4]([O:8][CH2:9][CH2:10][S:11]([CH3:14])(=[O:13])=[O:12])[CH:3]=1.I[C:16]([F:23])([F:22])[C:17]([O:19][CH2:20][CH3:21])=[O:18].[Cl-].[NH4+], predict the reaction product. The product is: [F:22][C:16]([F:23])([C:2]1[CH:7]=[CH:6][CH:5]=[C:4]([O:8][CH2:9][CH2:10][S:11]([CH3:14])(=[O:13])=[O:12])[CH:3]=1)[C:17]([O:19][CH2:20][CH3:21])=[O:18].